The task is: Predict the product of the given reaction.. This data is from Forward reaction prediction with 1.9M reactions from USPTO patents (1976-2016). Given the reactants [OH-].[Na+].O.CC[O:6][C:7]([C@@H:9]([NH:18][C@H:19]([C:21]([N:23]1[C@H:31]([C:32]([OH:34])=[O:33])[CH2:30][C@@H:29]2[C@@H:24]1[CH2:25][CH2:26][CH2:27][CH2:28]2)=[O:22])[CH3:20])[CH2:10][CH2:11][C:12]1[CH:13]=[CH:14][CH:15]=[CH:16][CH:17]=1)=[O:8].C(O)CCC, predict the reaction product. The product is: [CH3:20][C@H:19]([NH:18][C@H:9]([C:7]([OH:8])=[O:6])[CH2:10][CH2:11][C:12]1[CH:13]=[CH:14][CH:15]=[CH:16][CH:17]=1)[C:21]([N:23]1[C@H:31]([C:32]([OH:34])=[O:33])[CH2:30][C@@H:29]2[C@@H:24]1[CH2:25][CH2:26][CH2:27][CH2:28]2)=[O:22].